This data is from Forward reaction prediction with 1.9M reactions from USPTO patents (1976-2016). The task is: Predict the product of the given reaction. (1) The product is: [Br:1][C:2]1[C:3]([O:14][CH2:26][CH3:27])=[N:4][C:5]([CH2:12][CH3:13])=[C:6]([S:8]([CH3:11])(=[O:9])=[O:10])[CH:7]=1. Given the reactants [Br:1][C:2]1[C:3]([OH:14])=[N:4][C:5]([CH2:12][CH3:13])=[C:6]([S:8]([CH3:11])(=[O:10])=[O:9])[CH:7]=1.CN(C=O)C.C([O-])([O-])=O.[K+].[K+].[CH2:26](I)[CH3:27], predict the reaction product. (2) Given the reactants O=C1CCC(=O)N1O[C:9](=[O:27])[C:10]1[CH:15]=[CH:14][C:13]([O:16][C:17](=[O:26])[N:18]([CH3:25])[C:19]2[CH:24]=[CH:23][CH:22]=[CH:21][CH:20]=2)=[CH:12][CH:11]=1.[CH:28]1([NH2:34])[CH2:33][CH2:32][CH2:31][CH2:30][CH2:29]1, predict the reaction product. The product is: [CH:28]1([NH:34][C:9]([C:10]2[CH:11]=[CH:12][C:13]([O:16][C:17](=[O:26])[N:18]([CH3:25])[C:19]3[CH:20]=[CH:21][CH:22]=[CH:23][CH:24]=3)=[CH:14][CH:15]=2)=[O:27])[CH2:33][CH2:32][CH2:31][CH2:30][CH2:29]1. (3) The product is: [C:1]1([C:7]2[C:8]([C:9]3[CH:14]=[N:13][C:12]([S:15]([C:18]4[CH:23]=[CH:22][CH:21]=[CH:20][CH:19]=4)(=[O:17])=[O:16])=[CH:11][CH:10]=3)=[C:33]3[CH:34]=[N:35][CH:36]=[CH:37][N:32]3[N:31]=2)[CH:2]=[CH:3][CH:4]=[CH:5][CH:6]=1. Given the reactants [C:1]1([C:7]#[C:8][C:9]2[CH:10]=[CH:11][C:12]([S:15]([C:18]3[CH:23]=[CH:22][CH:21]=[CH:20][CH:19]=3)(=[O:17])=[O:16])=[N:13][CH:14]=2)[CH:6]=[CH:5][CH:4]=[CH:3][CH:2]=1.C([O-])([O-])=O.[K+].[K+].[I-].[NH2:31][N+:32]1[CH:37]=[CH:36][N:35]=[CH:34][CH:33]=1, predict the reaction product. (4) Given the reactants [C:1]1(=[O:16])[N:5]([C@@H:6]([CH3:10])[C:7](O)=[O:8])[C:4](=[O:11])[C:3]2=[CH:12][CH:13]=[CH:14][CH:15]=[C:2]12.S(Cl)([Cl:19])=O, predict the reaction product. The product is: [C:1]1(=[O:16])[N:5]([C@@H:6]([CH3:10])[C:7]([Cl:19])=[O:8])[C:4](=[O:11])[C:3]2=[CH:12][CH:13]=[CH:14][CH:15]=[C:2]12. (5) The product is: [Br:1][C:2]1[C:3]2[C:4]([C:19](=[O:27])[C:20]3[CH:21]=[CH:22][C:23]([Cl:26])=[CH:24][CH:25]=3)=[C:5]3[CH:14]([CH2:15][C:16]([O:18][C:28]([CH3:31])([CH3:30])[CH3:29])=[O:17])[CH2:13][CH2:12][N:6]3[C:7]=2[CH:8]=[C:9]([F:11])[CH:10]=1. Given the reactants [Br:1][C:2]1[C:3]2[C:4]([C:19](=[O:27])[C:20]3[CH:25]=[CH:24][C:23]([Cl:26])=[CH:22][CH:21]=3)=[C:5]3[CH:14]([CH2:15][C:16]([OH:18])=[O:17])[CH2:13][CH2:12][N:6]3[C:7]=2[CH:8]=[C:9]([F:11])[CH:10]=1.[C:28](OC(O[C:28]([CH3:31])([CH3:30])[CH3:29])N(C)C)([CH3:31])([CH3:30])[CH3:29], predict the reaction product. (6) Given the reactants [CH3:1][O:2][C:3](=[O:13])[C:4]([CH2:10][CH:11]=C)([CH3:9])[C:5]([O:7][CH3:8])=[O:6].CSC.C(Cl)Cl.C[OH:21], predict the reaction product. The product is: [CH3:1][O:2][C:3](=[O:13])[C:4]([CH3:9])([CH2:10][CH:11]=[O:21])[C:5]([O:7][CH3:8])=[O:6].